Dataset: Reaction yield outcomes from USPTO patents with 853,638 reactions. Task: Predict the reaction yield, written as a fraction of the theoretical maximum amount of product (1.0 means a 100% yield; for example, 0.34 means a 34% yield). (1) The reactants are Br[C:2]1[CH:10]=[C:9]2[C:5]([CH:6]=[CH:7][NH:8]2)=[CH:4][CH:3]=1.[NH:11]1[CH2:15][CH2:14][CH2:13][CH2:12]1.C(=O)([O-])[O-].[Cs+].[Cs+].N1CCC[C@H]1C(O)=O. The catalyst is CS(C)=O.[Cu]I. The product is [N:11]1([C:2]2[CH:10]=[C:9]3[C:5]([CH:6]=[CH:7][NH:8]3)=[CH:4][CH:3]=2)[CH2:15][CH2:14][CH2:13][CH2:12]1. The yield is 0.470. (2) The reactants are [CH3:1][C:2]1[NH:3][C:4]2[CH:10]=[C:9]([N:11]3[C:16]([CH3:17])=[CH:15][C:14]([OH:18])=[CH:13][C:12]3=[O:19])[C:8]([CH3:20])=[CH:7][C:5]=2[N:6]=1.C1CCN2C(=NCCC2)CC1.[F:32][C:33]1[CH:40]=[C:39]([F:41])[CH:38]=[CH:37][C:34]=1[CH2:35]Br. The catalyst is CN1C(=O)CCC1.O. The product is [F:32][C:33]1[CH:40]=[C:39]([F:41])[CH:38]=[CH:37][C:34]=1[CH2:35][O:18][C:14]1[CH:15]=[C:16]([CH3:17])[N:11]([C:9]2[C:8]([CH3:20])=[CH:7][C:5]3[N:6]=[C:2]([CH3:1])[NH:3][C:4]=3[CH:10]=2)[C:12](=[O:19])[CH:13]=1. The yield is 0.250. (3) The reactants are Br[C:2]1[CH:9]=[CH:8][CH:7]=[CH:6][C:3]=1[CH:4]=[O:5].[CH3:10][N:11]1[CH:15]=[C:14](B2OC(C)(C)C(C)(C)O2)[CH:13]=[N:12]1.C(=O)([O-])[O-].[Na+].[Na+]. The catalyst is Cl[Pd](Cl)([P](C1C=CC=CC=1)(C1C=CC=CC=1)C1C=CC=CC=1)[P](C1C=CC=CC=1)(C1C=CC=CC=1)C1C=CC=CC=1.C(#N)C. The product is [CH3:10][N:11]1[CH:15]=[C:14]([C:2]2[CH:9]=[CH:8][CH:7]=[CH:6][C:3]=2[CH:4]=[O:5])[CH:13]=[N:12]1. The yield is 0.960. (4) The product is [C:10]([NH:11][C@:7]([CH3:14])([C:8]([OH:15])=[O:13])[CH2:6][S:5][C:1]([CH3:4])([CH3:3])[CH3:2])(=[O:12])[NH2:9]. The reactants are [C:1]([S:5][CH2:6][C:7]1([CH3:14])[NH:11][C:10](=[O:12])[NH:9][C:8]1=[O:13])([CH3:4])([CH3:3])[CH3:2].[OH-:15].[Ba+2].[OH-]. The catalyst is O. The yield is 0.390. (5) The reactants are [CH3:1][Si:2]([CH3:9])([CH3:8])[C:3]#[C:4][CH2:5][CH2:6][NH2:7].[F:10][C:11]1[CH:12]=[C:13]([CH:24]=[CH:25][CH:26]=1)[CH2:14][C:15]1[CH:16]=[C:17]([CH:21]=[CH:22][CH:23]=1)[C:18](O)=[O:19].CN(C(ON1N=NC2C=CC=NC1=2)=[N+](C)C)C.F[P-](F)(F)(F)(F)F.C(N(CC)C(C)C)(C)C. The catalyst is CN(C=O)C. The product is [F:10][C:11]1[CH:12]=[C:13]([CH:24]=[CH:25][CH:26]=1)[CH2:14][C:15]1[CH:16]=[C:17]([CH:21]=[CH:22][CH:23]=1)[C:18]([NH:7][CH2:6][CH2:5][C:4]#[C:3][Si:2]([CH3:9])([CH3:8])[CH3:1])=[O:19]. The yield is 0.420. (6) The catalyst is CCO.O.C1COCC1.CC([O-])=O.CC([O-])=O.[Pd+2]. The reactants are [Br:1][C:2]1[N:7]=[CH:6][C:5](B(O)O)=[CH:4][CH:3]=1.C1C=CC(P(C2C=CC=CC=2)C2C=CC=CC=2)=CC=1.C([O-])([O-])=O.[Na+].[Na+].[CH3:36][O:37][C:38]([C:40]1[C@@H:41]2[N:55]([C:56]([O:58][C:59]([CH3:62])([CH3:61])[CH3:60])=[O:57])[C@H:44]([CH2:45][C:46]=1OS(C(F)(F)F)(=O)=O)[CH2:43][CH2:42]2)=[O:39]. The product is [CH3:36][O:37][C:38]([C:40]1[C@@H:41]2[N:55]([C:56]([O:58][C:59]([CH3:62])([CH3:61])[CH3:60])=[O:57])[C@H:44]([CH2:45][C:46]=1[C:5]1[CH:6]=[N:7][C:2]([Br:1])=[CH:3][CH:4]=1)[CH2:43][CH2:42]2)=[O:39]. The yield is 0.400. (7) The product is [S:24]1[CH:28]=[CH:27][C:26]([NH:29][C:2]2[N:7]=[CH:6][N:5]=[C:4]([C:8]3[CH:13]=[CH:12][N:11]=[C:10]([C:14]([O:16][CH3:17])=[O:15])[CH:9]=3)[N:3]=2)=[CH:25]1. The yield is 0.580. The catalyst is C(#N)C. The reactants are Cl[C:2]1[N:7]=[CH:6][N:5]=[C:4]([C:8]2[CH:13]=[CH:12][N:11]=[C:10]([C:14]([O:16][CH3:17])=[O:15])[CH:9]=2)[N:3]=1.C(O)(=O)C(O)=O.[S:24]1[CH:28]=[CH:27][C:26]([NH2:29])=[CH:25]1.C(=O)([O-])[O-].[K+].[K+]. (8) The reactants are [CH3:1][C:2]1([CH3:9])[O:6][C@H:5]([CH2:7][OH:8])[CH2:4][O:3]1.[H-].[Na+].Cl[C:13]1[CH:18]=[CH:17][N+:16]([O-:19])=[C:15]([CH3:20])[C:14]=1[CH3:21]. The catalyst is CS(C)=O. The product is [CH3:1][C:2]1([CH3:9])[O:6][C@H:5]([CH2:7][O:8][C:13]2[CH:18]=[CH:17][N+:16]([O-:19])=[C:15]([CH3:20])[C:14]=2[CH3:21])[CH2:4][O:3]1. The yield is 1.36. (9) The reactants are [CH3:1][C:2]1[C:3]([Sn](CCCC)(CCCC)CCCC)=[N:4][CH:5]=[CH:6][CH:7]=1.[C:21]([O:25][C:26](=[O:45])[N:27]([CH2:29][C:30]1[CH:34]=[C:33](Br)[N:32]([S:36]([C:39]2[CH:40]=[N:41][CH:42]=[CH:43][CH:44]=2)(=[O:38])=[O:37])[CH:31]=1)[CH3:28])([CH3:24])([CH3:23])[CH3:22]. The catalyst is C1(C)C=CC=CC=1.C1C=CC([P]([Pd]([P](C2C=CC=CC=2)(C2C=CC=CC=2)C2C=CC=CC=2)([P](C2C=CC=CC=2)(C2C=CC=CC=2)C2C=CC=CC=2)[P](C2C=CC=CC=2)(C2C=CC=CC=2)C2C=CC=CC=2)(C2C=CC=CC=2)C2C=CC=CC=2)=CC=1. The product is [CH3:28][N:27]([CH2:29][C:30]1[CH:34]=[C:33]([C:3]2[C:2]([CH3:1])=[CH:7][CH:6]=[CH:5][N:4]=2)[N:32]([S:36]([C:39]2[CH:40]=[N:41][CH:42]=[CH:43][CH:44]=2)(=[O:38])=[O:37])[CH:31]=1)[C:26](=[O:45])[O:25][C:21]([CH3:24])([CH3:22])[CH3:23]. The yield is 0.220. (10) The reactants are [OH:1][C:2]1[CH:3]=[C:4]([CH:9]=[CH:10][C:11]=1[N+:12]([O-:14])=[O:13])[C:5]([O:7][CH3:8])=[O:6].[H-].[Na+].I[CH2:18][CH3:19].O. The catalyst is CN(C=O)C. The product is [CH2:18]([O:1][C:2]1[CH:3]=[C:4]([CH:9]=[CH:10][C:11]=1[N+:12]([O-:14])=[O:13])[C:5]([O:7][CH3:8])=[O:6])[CH3:19]. The yield is 0.290.